This data is from Forward reaction prediction with 1.9M reactions from USPTO patents (1976-2016). The task is: Predict the product of the given reaction. (1) Given the reactants [CH3:1][O:2][C:3](=[O:19])[CH:4]([O:14][CH2:15][CH2:16][CH2:17][CH3:18])[CH2:5][C:6]1[CH:11]=[CH:10][C:9]([OH:12])=[CH:8][C:7]=1[CH3:13].Cl[CH2:21][C:22]1[S:26][C:25]([C:27]2[CH:32]=[CH:31][C:30]([C:33]([F:36])([F:35])[F:34])=[CH:29][CH:28]=2)=[N:24][C:23]=1[CH3:37].C(=O)([O-])[O-].[Cs+].[Cs+].[I-].[K+], predict the reaction product. The product is: [CH3:1][O:2][C:3](=[O:19])[CH:4]([O:14][CH2:15][CH2:16][CH2:17][CH3:18])[CH2:5][C:6]1[CH:11]=[CH:10][C:9]([O:12][CH2:21][C:22]2[S:26][C:25]([C:27]3[CH:28]=[CH:29][C:30]([C:33]([F:36])([F:34])[F:35])=[CH:31][CH:32]=3)=[N:24][C:23]=2[CH3:37])=[CH:8][C:7]=1[CH3:13]. (2) Given the reactants [CH3:1]OC(C1C(N)N(CC2C=CC=CC=2)CCC=1)=O.[OH-].[Na+].[CH3:21][O:22][C:23]([C:25]1[CH2:26][N:27]([CH2:32][C:33]2[CH:38]=[CH:37][CH:36]=[CH:35][CH:34]=2)[CH2:28][CH2:29][C:30]=1[NH2:31])=[O:24].C(O)(C(F)(F)F)=O.[BH4-].[Na+].[NH4+].[Cl-], predict the reaction product. The product is: [CH2:21]([O:22][C:23]([CH:25]1[CH:30]([NH2:31])[CH2:29][CH2:28][N:27]([CH2:32][C:33]2[CH:38]=[CH:37][CH:36]=[CH:35][CH:34]=2)[CH2:26]1)=[O:24])[CH3:1]. (3) Given the reactants C(N[CH:5]([CH3:7])[CH3:6])(C)C.C([Li])CCC.C([O:17][C:18](=[O:20])C)C(C)C.[CH:21]([C:24]1[CH:31]=[CH:30][C:27]([CH2:28]Cl)=[CH:26][CH:25]=1)([CH3:23])[CH3:22].Cl, predict the reaction product. The product is: [CH:21]([C:24]1[CH:31]=[CH:30][C:27]([CH2:28][C:5]([CH3:6])([CH3:7])[C:18]([OH:20])=[O:17])=[CH:26][CH:25]=1)([CH3:23])[CH3:22]. (4) Given the reactants [F:1][C:2]([F:17])([C:6]1[CH:11]=[CH:10][C:9]([S:12][C:13]([F:16])([F:15])[F:14])=[CH:8][N:7]=1)[C:3]([OH:5])=O.P(Cl)(Cl)(Cl)=O.Cl.[NH2:24][CH2:25][C:26]1[CH:27]=[C:28]2[C:32](=[CH:33][CH:34]=1)[C:31](=[O:35])[N:30]([CH:36]1[CH2:41][CH2:40][C:39](=[O:42])[NH:38][C:37]1=[O:43])[CH2:29]2.C(=O)(O)[O-].[Na+], predict the reaction product. The product is: [O:43]=[C:37]1[CH:36]([N:30]2[CH2:29][C:28]3[C:32](=[CH:33][CH:34]=[C:26]([CH2:25][NH:24][C:3](=[O:5])[C:2]([F:1])([F:17])[C:6]4[CH:11]=[CH:10][C:9]([S:12][C:13]([F:16])([F:15])[F:14])=[CH:8][N:7]=4)[CH:27]=3)[C:31]2=[O:35])[CH2:41][CH2:40][C:39](=[O:42])[NH:38]1.